The task is: Predict the reactants needed to synthesize the given product.. This data is from Full USPTO retrosynthesis dataset with 1.9M reactions from patents (1976-2016). (1) Given the product [Cl:1][C:2]1[CH:3]=[C:4]([CH:8]=[C:9]([C:11]([CH3:13])=[CH2:12])[N:10]=1)[C:5]([O:7][CH3:16])=[O:6], predict the reactants needed to synthesize it. The reactants are: [Cl:1][C:2]1[CH:3]=[C:4]([CH:8]=[C:9]([C:11]([CH3:13])=[CH2:12])[N:10]=1)[C:5]([OH:7])=[O:6].[N+](=[CH:16][Si](C)(C)C)=[N-]. (2) Given the product [IH:20].[CH3:1][C:2]1[N:9]2[C:5]([O:6][C:7]([C:10]3[CH:11]=[CH:12][C:13]([NH:16][C:17]([S:18][CH3:21])=[NH:19])=[CH:14][CH:15]=3)=[N:8]2)=[CH:4][N:3]=1, predict the reactants needed to synthesize it. The reactants are: [CH3:1][C:2]1[N:9]2[C:5]([O:6][C:7]([C:10]3[CH:15]=[CH:14][C:13]([NH:16][C:17]([NH2:19])=[S:18])=[CH:12][CH:11]=3)=[N:8]2)=[CH:4][N:3]=1.[I:20][CH3:21]. (3) Given the product [CH3:12][O:13][C:2]1[N:7]=[C:6]([NH2:8])[C:5]([N+:9]([O-:11])=[O:10])=[CH:4][CH:3]=1, predict the reactants needed to synthesize it. The reactants are: Cl[C:2]1[N:7]=[C:6]([NH2:8])[C:5]([N+:9]([O-:11])=[O:10])=[CH:4][CH:3]=1.[CH3:12][O-:13].[Na+].